Dataset: Full USPTO retrosynthesis dataset with 1.9M reactions from patents (1976-2016). Task: Predict the reactants needed to synthesize the given product. (1) Given the product [F:15][C:16]([F:28])([F:29])[C:17]1[CH:18]=[C:19]([NH:20][C:10](=[O:12])[C:9]2[CH:13]=[C:5]([C:2]([CH3:1])([CH3:3])[CH3:4])[CH:6]=[CH:7][C:8]=2[OH:14])[CH:21]=[C:22]([C:24]([F:25])([F:27])[F:26])[CH:23]=1, predict the reactants needed to synthesize it. The reactants are: [CH3:1][C:2]([C:5]1[CH:13]=[C:9]([C:10]([OH:12])=O)[C:8]([OH:14])=[CH:7][CH:6]=1)([CH3:4])[CH3:3].[F:15][C:16]([F:29])([F:28])[C:17]1[CH:18]=[C:19]([CH:21]=[C:22]([C:24]([F:27])([F:26])[F:25])[CH:23]=1)[NH2:20]. (2) Given the product [Si:21]([O:28][CH2:29][CH2:30][NH:31][C:32]1[CH:33]=[CH:34][C:35]([NH:38][C:11](=[O:13])[C:10]2[CH:15]=[CH:16][N:17]=[CH:18][C:9]=2[NH:8][C:6](=[O:7])[C:5]2[CH:4]=[CH:3][C:2]([Cl:1])=[CH:20][CH:19]=2)=[CH:36][CH:37]=1)([C:24]([CH3:27])([CH3:26])[CH3:25])([CH3:23])[CH3:22], predict the reactants needed to synthesize it. The reactants are: [Cl:1][C:2]1[CH:20]=[CH:19][C:5]([C:6]([NH:8][C:9]2[CH:18]=[N:17][CH:16]=[CH:15][C:10]=2[C:11]([O:13]C)=O)=[O:7])=[CH:4][CH:3]=1.[Si:21]([O:28][CH2:29][CH2:30][NH:31][C:32]1[CH:37]=[CH:36][C:35]([NH2:38])=[CH:34][CH:33]=1)([C:24]([CH3:27])([CH3:26])[CH3:25])([CH3:23])[CH3:22].C[Al](C)C. (3) Given the product [Br:1][C:15]1[CH:14]=[C:13]([C:17]([F:19])([F:18])[F:20])[C:11]([NH2:12])=[C:10]([Cl:9])[CH:16]=1, predict the reactants needed to synthesize it. The reactants are: [Br:1]N1C(=O)CCC1=O.[Cl:9][C:10]1[CH:16]=[CH:15][CH:14]=[C:13]([C:17]([F:20])([F:19])[F:18])[C:11]=1[NH2:12].C(O)(=O)C. (4) Given the product [F:13][C:14]1[CH:19]=[CH:18][C:17]([C:2]2[CH:3]=[C:4]3[C:9](=[CH:10][CH:11]=2)[N:8]=[CH:7][N:6]=[C:5]3[OH:12])=[CH:16][CH:15]=1, predict the reactants needed to synthesize it. The reactants are: Br[C:2]1[CH:3]=[C:4]2[C:9](=[CH:10][CH:11]=1)[N:8]=[CH:7][N:6]=[C:5]2[OH:12].[F:13][C:14]1[CH:19]=[CH:18][C:17](B(O)O)=[CH:16][CH:15]=1.C([O-])([O-])=O.[K+].[K+].C(O)(=O)C.